Task: Predict hERG channel inhibition at various concentrations.. Dataset: hERG Central: cardiac toxicity at 1µM, 10µM, and general inhibition (1) The compound is CCCSc1nnc(-c2cccc(S(=O)(=O)N(C)C)c2)n1-c1cc(OC)ccc1OC. Results: hERG_inhib (hERG inhibition (general)): blocker. (2) The compound is CCOC(=O)C1(Cc2cccc(OC)c2)CCN(CC2CC=CCC2)CC1. Results: hERG_inhib (hERG inhibition (general)): blocker. (3) The molecule is CCOC(=O)C1(CCOc2ccccc2)CCN(Cc2cnc(SC)nc2)CC1. Results: hERG_inhib (hERG inhibition (general)): blocker. (4) The compound is Cc1ccc(C(=O)C[n+]2cc(-c3ccc(C)cc3)n3c2CCCCC3)cc1.[Br-]. Results: hERG_inhib (hERG inhibition (general)): blocker.